Binary Classification. Given a drug SMILES string, predict its activity (active/inactive) in a high-throughput screening assay against a specified biological target. From a dataset of Cav3 T-type calcium channel HTS with 100,875 compounds. The compound is Clc1ccc(NC(OCCn2nnnc2C(N2CCOCC2)c2ccc(N(C)C)cc2)=O)cc1. The result is 1 (active).